This data is from Forward reaction prediction with 1.9M reactions from USPTO patents (1976-2016). The task is: Predict the product of the given reaction. Given the reactants [C:1]([C:3]1[CH:4]=[CH:5][C:6]([O:9][CH2:10][CH2:11][CH2:12][O:13][C:14]2[CH:15]=[C:16]3[C:20](=[CH:21][CH:22]=2)[C@H:19]([CH2:23][C:24]([O:26][CH2:27][CH3:28])=[O:25])[CH2:18][CH2:17]3)=[N:7][CH:8]=1)#[N:2].[SH2:29].C(NCC)C, predict the reaction product. The product is: [NH2:2][C:1]([C:3]1[CH:4]=[CH:5][C:6]([O:9][CH2:10][CH2:11][CH2:12][O:13][C:14]2[CH:15]=[C:16]3[C:20](=[CH:21][CH:22]=2)[C@H:19]([CH2:23][C:24]([O:26][CH2:27][CH3:28])=[O:25])[CH2:18][CH2:17]3)=[N:7][CH:8]=1)=[S:29].